The task is: Predict the reaction yield, written as a fraction of the theoretical maximum amount of product (1.0 means a 100% yield; for example, 0.34 means a 34% yield).. This data is from Reaction yield outcomes from USPTO patents with 853,638 reactions. (1) The reactants are [Cl:1][C:2]1[CH:7]=[CH:6][C:5]([CH2:8][C@@H:9]([NH:35]C(=O)OC(C)(C)C)[C:10]([N:12]2[CH2:17][CH2:16][N:15]([C:18]3[C:23]([C:24]4[CH:29]=[CH:28][CH:27]=[C:26]([O:30][CH3:31])[CH:25]=4)=[CH:22][N:21]=[C:20]4[NH:32][CH:33]=[CH:34][C:19]=34)[CH2:14][CH2:13]2)=[O:11])=[CH:4][CH:3]=1.C(O)(C(F)(F)F)=O.C1(N)C(F)=C(F)C(F)=C(N)C=1F.Cl.Cl. The catalyst is C(Cl)Cl. The product is [NH2:35][C@H:9]([CH2:8][C:5]1[CH:4]=[CH:3][C:2]([Cl:1])=[CH:7][CH:6]=1)[C:10]([N:12]1[CH2:17][CH2:16][N:15]([C:18]2[C:23]([C:24]3[CH:29]=[CH:28][CH:27]=[C:26]([O:30][CH3:31])[CH:25]=3)=[CH:22][N:21]=[C:20]3[NH:32][CH:33]=[CH:34][C:19]=23)[CH2:14][CH2:13]1)=[O:11]. The yield is 0.860. (2) The reactants are [C:1]1([C:7]2([C:26]3[CH:31]=[CH:30][C:29](Br)=[CH:28][CH:27]=3)[C:19]3[C:18](C4C=CC=CC=4)=[CH:17][CH:16]=[CH:15][C:14]=3[C:13]3[C:8]2=[CH:9][CH:10]=[CH:11][CH:12]=3)[CH:6]=[CH:5][CH:4]=[CH:3][CH:2]=1.CCCCCC.C([Li])CCC.[B:44](OC)([O:47]C)[O:45]C.Cl. The catalyst is O1CCCC1. The product is [C:1]1([C:7]2([C:26]3[CH:31]=[CH:30][C:29]([B:44]([OH:47])[OH:45])=[CH:28][CH:27]=3)[C:19]3[CH:18]=[CH:17][CH:16]=[CH:15][C:14]=3[C:13]3[C:8]2=[CH:9][CH:10]=[CH:11][CH:12]=3)[CH:6]=[CH:5][CH:4]=[CH:3][CH:2]=1. The yield is 0.970. (3) The reactants are [Br:1][CH2:2][CH2:3]/[CH:4]=[CH:5]/[C:6]1[CH:7]=[C:8]2[C:13](=[N:14][CH:15]=1)[NH:12][C:11](=[O:16])[CH2:10][CH2:9]2. The catalyst is C(O)C.[Rh]. The product is [Br:1][CH2:2][CH2:3][CH2:4][CH2:5][C:6]1[CH:7]=[C:8]2[C:13](=[N:14][CH:15]=1)[NH:12][C:11](=[O:16])[CH2:10][CH2:9]2. The yield is 0.540. (4) The reactants are [N+:1]([C:4]1[CH:12]=[C:11]2[C:7]([CH:8]=[CH:9][NH:10]2)=[CH:6][CH:5]=1)([O-:3])=[O:2].CCN(C(C)C)C(C)C.[C:22](Br)([CH3:25])([CH3:24])[CH3:23]. The catalyst is CCCC[N+](CCCC)(CCCC)CCCC.[I-].C1(C)C=CC=CC=1.[O-]S(C(F)(F)F)(=O)=O.[Zn+2].[O-]S(C(F)(F)F)(=O)=O. The product is [C:22]([C:8]1[C:7]2[C:11](=[CH:12][C:4]([N+:1]([O-:3])=[O:2])=[CH:5][CH:6]=2)[NH:10][CH:9]=1)([CH3:25])([CH3:24])[CH3:23]. The yield is 0.190.